This data is from Forward reaction prediction with 1.9M reactions from USPTO patents (1976-2016). The task is: Predict the product of the given reaction. (1) Given the reactants [BH4-].[Na+].[C:3]([O:7][C:8]([N:10]1[CH2:15][CH2:14][C:13](=[O:16])[CH2:12][CH2:11]1)=[O:9])([CH3:6])([CH3:5])[CH3:4].C(N(CC)CC)C, predict the reaction product. The product is: [C:3]([O:7][C:8]([N:10]1[CH2:15][CH2:14][CH:13]([OH:16])[CH2:12][CH2:11]1)=[O:9])([CH3:6])([CH3:4])[CH3:5]. (2) Given the reactants [NH2:1][C:2]1[CH:3]=[N:4][CH:5]=[CH:6][CH:7]=1.C(N(CC)CC)C.[Cl-].ClC1N(C)CC[NH+]1C.[CH3:24][O:25][C:26]1[C:27](=[O:50])[C:28]([CH3:49])=[C:29]([CH2:35][C:36]2[CH:37]=[CH:38][C:39]([O:45]C(=O)C)=[C:40]([CH:44]=2)[C:41](O)=[O:42])[C:30](=[O:34])[C:31]=1[O:32][CH3:33], predict the reaction product. The product is: [N:4]1[CH:5]=[CH:6][CH:7]=[C:2]([NH:1][C:41](=[O:42])[C:40]2[CH:44]=[C:36]([CH2:35][C:29]3[C:30](=[O:34])[C:31]([O:32][CH3:33])=[C:26]([O:25][CH3:24])[C:27](=[O:50])[C:28]=3[CH3:49])[CH:37]=[CH:38][C:39]=2[OH:45])[CH:3]=1. (3) Given the reactants C(O)(C(F)(F)F)=O.[CH2:8]([O:10][P:11]([C:15]1[CH:20]=[CH:19][C:18]([NH:21][C:22]2[CH:27]=[C:26]([O:28][C:29]3[C:38]4[C:33](=[CH:34][CH:35]=[CH:36][CH:37]=4)[C:32]([NH:39]C(=O)OC(C)(C)C)=[CH:31][CH:30]=3)[CH:25]=[CH:24][N:23]=2)=[CH:17][C:16]=1[O:47][CH3:48])([CH2:13][CH3:14])=[O:12])[CH3:9], predict the reaction product. The product is: [NH2:39][C:32]1[C:33]2[C:38](=[CH:37][CH:36]=[CH:35][CH:34]=2)[C:29]([O:28][C:26]2[CH:25]=[CH:24][N:23]=[C:22]([NH:21][C:18]3[CH:19]=[CH:20][C:15]([P:11]([CH2:13][CH3:14])(=[O:12])[O:10][CH2:8][CH3:9])=[C:16]([O:47][CH3:48])[CH:17]=3)[CH:27]=2)=[CH:30][CH:31]=1.